From a dataset of NCI-60 drug combinations with 297,098 pairs across 59 cell lines. Regression. Given two drug SMILES strings and cell line genomic features, predict the synergy score measuring deviation from expected non-interaction effect. (1) Drug 1: C1=C(C(=O)NC(=O)N1)N(CCCl)CCCl. Drug 2: C1=CC(=CC=C1C#N)C(C2=CC=C(C=C2)C#N)N3C=NC=N3. Cell line: OVCAR-5. Synergy scores: CSS=8.11, Synergy_ZIP=-5.90, Synergy_Bliss=-4.21, Synergy_Loewe=-7.76, Synergy_HSA=-4.94. (2) Drug 1: C1=CC(=C(C=C1I)F)NC2=C(C=CC(=C2F)F)C(=O)NOCC(CO)O. Drug 2: CCC1(C2=C(COC1=O)C(=O)N3CC4=CC5=C(C=CC(=C5CN(C)C)O)N=C4C3=C2)O. Cell line: HT29. Synergy scores: CSS=74.9, Synergy_ZIP=-3.14, Synergy_Bliss=-3.83, Synergy_Loewe=-0.108, Synergy_HSA=3.02. (3) Drug 1: C1CC2CC3=C(CC1C24CN(S(=O)(=O)N4)CC(F)(F)F)C=CC(=C3)C=CCN5CCC(CC5)C(F)(F)F. Drug 2: CC(C)(C#N)C1=CC=C(C=C1)N2C3=C4C=C(C=CC4=NC=C3N(C2=O)C)C5=CC6=CC=CC=C6N=C5. Cell line: OVCAR3. Synergy scores: CSS=68.8, Synergy_ZIP=4.09, Synergy_Bliss=5.90, Synergy_Loewe=-2.46, Synergy_HSA=14.4.